Dataset: Full USPTO retrosynthesis dataset with 1.9M reactions from patents (1976-2016). Task: Predict the reactants needed to synthesize the given product. (1) Given the product [F:19][C:20]1[CH:27]=[CH:26][C:23]([CH2:7][N:6]2[C:5](=[O:12])[C:4]3[C:8](=[CH:9][CH:10]=[C:2]([O:1][CH2:24][C:23]4[CH:26]=[CH:27][C:20]([F:19])=[CH:21][CH:22]=4)[CH:3]=3)[C:13]2=[O:16])=[CH:22][CH:21]=1, predict the reactants needed to synthesize it. The reactants are: [OH:1][C:2]1[CH:3]=[C:4]2[C:8](=[CH:9][CH:10]=1)[C:7](=O)[NH:6][C:5]2=[O:12].[C:13](=[O:16])([O-])[O-].[K+].[K+].[F:19][C:20]1[CH:27]=[CH:26][C:23]([CH2:24]Br)=[CH:22][CH:21]=1. (2) The reactants are: [C:1]1([N:7]2[C:12](=[O:13])[C:11]3[S:14][CH:15]=[C:16]([C:17]4[CH:22]=[CH:21][CH:20]=[CH:19][CH:18]=4)[C:10]=3[N:9]=[CH:8]2)[CH:6]=[CH:5][CH:4]=[CH:3][CH:2]=1.NC1C(C2C=CC=CC=2C)=CSC=1[C:36](OC)=[O:37].[CH:40](OCC)(OCC)OCC.COC1C=CC(N)=CC=1. Given the product [CH3:36][O:37][C:4]1[CH:5]=[CH:6][C:1]([N:7]2[C:12](=[O:13])[C:11]3[S:14][CH:15]=[C:16]([C:17]4[CH:18]=[CH:19][CH:20]=[CH:21][C:22]=4[CH3:40])[C:10]=3[N:9]=[CH:8]2)=[CH:2][CH:3]=1, predict the reactants needed to synthesize it. (3) Given the product [CH3:23][O:24][C:25]([C:27]1[CH:36]=[C:35]([O:37][CH2:6][C:5]2[CH:10]=[CH:11][CH:2]=[CH:3][CH:4]=2)[C:34]2[C:29](=[C:30]([N+:39]([O-:41])=[O:40])[CH:31]=[CH:32][C:33]=2[Br:38])[N:28]=1)=[O:26], predict the reactants needed to synthesize it. The reactants are: Br[C:2]1[C:11](OCC2C=CC=CC=2)=[C:10]2[C:5]([CH:6]=CC(C(O)=O)=N2)=[CH:4][CH:3]=1.[CH3:23][O:24][C:25]([C:27]1[CH:36]=[C:35]([OH:37])[C:34]2[C:29](=[C:30]([N+:39]([O-:41])=[O:40])[CH:31]=[CH:32][C:33]=2[Br:38])[N:28]=1)=[O:26]. (4) Given the product [Cl:1][C:2]1[CH:10]=[C:9]([CH:8]=[CH:7][C:3]=1[C:4]([N:33]1[CH2:34][CH2:35][CH2:36][CH2:37][CH:32]1[CH2:31][CH2:30][CH2:29][N:28]([CH2:38][CH3:39])[CH2:26][CH3:27])=[O:5])[C:11]([NH:13][CH:14]([C:16]1[NH:20][C:19]2[CH:21]=[CH:22][C:23]([Cl:25])=[CH:24][C:18]=2[N:17]=1)[CH3:15])=[O:12], predict the reactants needed to synthesize it. The reactants are: [Cl:1][C:2]1[CH:10]=[C:9]([C:11]([NH:13][CH:14]([C:16]2[NH:20][C:19]3[CH:21]=[CH:22][C:23]([Cl:25])=[CH:24][C:18]=3[N:17]=2)[CH3:15])=[O:12])[CH:8]=[CH:7][C:3]=1[C:4](O)=[O:5].[CH2:26]([N:28]([CH2:38][CH3:39])[CH2:29][CH2:30][CH2:31][CH:32]1[CH2:37][CH2:36][CH2:35][CH2:34][NH:33]1)[CH3:27].C(N(C(C)C)CC)(C)C.ClCl. (5) Given the product [C:13]([O:12][C:10]([NH:1][CH:2]([C:7]([OH:9])=[O:8])[CH2:3][C:4]([OH:6])=[O:5])=[O:11])([CH3:16])([CH3:15])[CH3:14], predict the reactants needed to synthesize it. The reactants are: [NH2:1][CH:2]([C:7]([OH:9])=[O:8])[CH2:3][C:4]([OH:6])=[O:5].[C:10](O[C:10]([O:12][C:13]([CH3:16])([CH3:15])[CH3:14])=[O:11])([O:12][C:13]([CH3:16])([CH3:15])[CH3:14])=[O:11]. (6) The reactants are: [Li].[Cl:2][C:3]1[C:4]([C:12]([NH:14][C@@H:15]([CH3:19])[CH2:16][S:17][CH3:18])=[O:13])=[C:5]([CH:9]=[CH:10][CH:11]=1)[C:6]([O-:8])=O.[CH3:20][C:21]1[CH:27]=[C:26]([C:28]([F:36])([C:32]([F:35])([F:34])[F:33])[CH:29]([F:31])[F:30])[CH:25]=[CH:24][C:22]=1[NH2:23]. Given the product [Cl:2][C:3]1[CH:11]=[CH:10][CH:9]=[C:5]([C:6]([NH:23][C:22]2[CH:24]=[CH:25][C:26]([C:28]([F:36])([C:32]([F:33])([F:34])[F:35])[CH:29]([F:30])[F:31])=[CH:27][C:21]=2[CH3:20])=[O:8])[C:4]=1[C:12]([NH:14][C@@H:15]([CH3:19])[CH2:16][S:17][CH3:18])=[O:13], predict the reactants needed to synthesize it. (7) Given the product [CH3:3][C@@:4]1([CH2:15][N:16]2[CH2:17][CH2:18][N:19]([C:39]([O:34][CH2:33][C:32]3[CH:31]=[C:30]([Cl:29])[CH:37]=[C:36]([Cl:38])[CH:35]=3)=[O:40])[CH2:20][CH2:21]2)[O:8][C:7]2=[N:9][C:10]([N+:12]([O-:14])=[O:13])=[CH:11][N:6]2[CH2:5]1, predict the reactants needed to synthesize it. The reactants are: Cl.Cl.[CH3:3][C@@:4]1([CH2:15][N:16]2[CH2:21][CH2:20][NH:19][CH2:18][CH2:17]2)[O:8][C:7]2=[N:9][C:10]([N+:12]([O-:14])=[O:13])=[CH:11][N:6]2[CH2:5]1.C(N(CC)CC)C.[Cl:29][C:30]1[CH:31]=[C:32]([CH:35]=[C:36]([Cl:38])[CH:37]=1)[CH2:33][OH:34].[C:39](N1C=CN=C1)(N1C=CN=C1)=[O:40]. (8) Given the product [C:5]([C:21]([NH:7][C:8]1[CH:13]=[CH:12][C:11]([CH2:14][CH2:15][CH2:16][C:17]#[N:18])=[C:10]([F:19])[CH:9]=1)([CH3:23])[CH3:20])#[N:6], predict the reactants needed to synthesize it. The reactants are: [Si]([C:5]#[N:6])(C)(C)C.[NH2:7][C:8]1[CH:13]=[CH:12][C:11]([CH2:14][CH2:15][CH2:16][C:17]#[N:18])=[C:10]([F:19])[CH:9]=1.[CH3:20][C:21]([CH3:23])=O.